From a dataset of Full USPTO retrosynthesis dataset with 1.9M reactions from patents (1976-2016). Predict the reactants needed to synthesize the given product. (1) Given the product [Cl:17][C:14]1[CH:15]=[CH:16][C:11]([C:10]2[N:9]([C:18]3[CH:23]=[CH:22][CH:21]=[CH:20][C:19]=3[Cl:24])[N:8]=[C:7]3[C:6]=2[CH:5]=[CH:4][N:3]=[C:2]3[OH:25])=[CH:12][CH:13]=1, predict the reactants needed to synthesize it. The reactants are: Cl[C:2]1[C:7]2=[N:8][N:9]([C:18]3[CH:23]=[CH:22][CH:21]=[CH:20][C:19]=3[Cl:24])[C:10]([C:11]3[CH:16]=[CH:15][C:14]([Cl:17])=[CH:13][CH:12]=3)=[C:6]2[CH:5]=[CH:4][N:3]=1.[OH-:25].[Na+]. (2) The reactants are: [CH2:1]([O:3][CH2:4][C:5]1[N:6]=[C:7]([NH:10]C(=O)C)[S:8][CH:9]=1)[CH3:2].Cl. Given the product [CH2:1]([O:3][CH2:4][C:5]1[N:6]=[C:7]([NH2:10])[S:8][CH:9]=1)[CH3:2], predict the reactants needed to synthesize it.